From a dataset of Full USPTO retrosynthesis dataset with 1.9M reactions from patents (1976-2016). Predict the reactants needed to synthesize the given product. (1) Given the product [NH2:17][C:13]1[N:12]=[C:11]([N:7]2[C:8]3[CH:9]=[CH:10][CH:2]=[C:3]([C:11]([NH:7][CH2:6][CH2:5][C:4]4[CH:8]=[CH:9][CH:10]=[CH:2][CH:3]=4)=[O:18])[C:4]=3[CH:5]=[CH:6]2)[CH:16]=[CH:15][N:14]=1, predict the reactants needed to synthesize it. The reactants are: Br[C:2]1[CH:3]=[C:4]2[C:8](=[CH:9][CH:10]=1)[N:7]([C:11]1[CH:16]=[CH:15][N:14]=[C:13]([NH2:17])[N:12]=1)[CH:6]=[CH:5]2.[OH2:18]. (2) Given the product [O:14]=[C:2]([NH:15][CH2:16][C:17](=[O:18])[C:19]1[CH:24]=[CH:23][CH:22]=[C:21]([C:25]([F:27])([F:28])[F:26])[CH:20]=1)[CH2:3][N:4]1[CH:8]=[C:7]([C:9]([O:11][CH2:12][CH3:13])=[O:10])[CH:6]=[N:5]1, predict the reactants needed to synthesize it. The reactants are: Cl[C:2](=[O:14])[CH2:3][N:4]1[CH:8]=[C:7]([C:9]([O:11][CH2:12][CH3:13])=[O:10])[CH:6]=[N:5]1.[NH2:15][CH2:16][C:17]([C:19]1[CH:24]=[CH:23][CH:22]=[C:21]([C:25]([F:28])([F:27])[F:26])[CH:20]=1)=[O:18].C([O-])(=O)C.[Na+]. (3) Given the product [CH:2]1([O:6][C:7]2[C:16]([C:17]3[NH:18][C:19]([CH:22]4[CH2:23][CH2:24][NH:25][CH2:26][CH2:27]4)=[CH:20][N:21]=3)=[CH:15][CH:14]=[C:13]3[C:8]=2[CH2:9][CH2:10][C@H:11]([CH3:48])[N:12]3[C:43]([CH:45]2[CH2:47][CH2:46]2)=[O:44])[CH2:5][CH2:4][CH2:3]1, predict the reactants needed to synthesize it. The reactants are: Cl.[CH:2]1([O:6][C:7]2[C:16]([C:17]3[N:18](COCC[Si](C)(C)C)[C:19]([CH:22]4[CH2:27][CH2:26][N:25](C(OC(C)(C)C)=O)[CH2:24][CH2:23]4)=[CH:20][N:21]=3)=[CH:15][CH:14]=[C:13]3[C:8]=2[CH2:9][CH2:10][C@H:11]([CH3:48])[N:12]3[C:43]([CH:45]2[CH2:47][CH2:46]2)=[O:44])[CH2:5][CH2:4][CH2:3]1. (4) Given the product [N:1]1[CH:6]=[CH:5][C:4]([C:7]2[N:12]=[C:11]3[N:13]([CH2:17][CH2:18][CH2:19][CH2:20][CH2:21][CH2:22][C:23]([OH:25])=[O:24])[CH2:14][CH2:15][CH2:16][C:10]3=[N:9][C:8]=2[C:28]2[CH:29]=[CH:30][C:31]([CH3:34])=[CH:32][CH:33]=2)=[CH:3][CH:2]=1, predict the reactants needed to synthesize it. The reactants are: [N:1]1[CH:6]=[CH:5][C:4]([C:7]2[N:12]=[C:11]3[N:13]([CH2:17][CH2:18][CH2:19][CH2:20][CH2:21][CH2:22][C:23]([O:25]CC)=[O:24])[CH2:14][CH2:15][CH2:16][C:10]3=[N:9][C:8]=2[C:28]2[CH:33]=[CH:32][C:31]([CH3:34])=[CH:30][CH:29]=2)=[CH:3][CH:2]=1.[Li+].[OH-].